Predict the reaction yield, written as a fraction of the theoretical maximum amount of product (1.0 means a 100% yield; for example, 0.34 means a 34% yield). From a dataset of Reaction yield outcomes from USPTO patents with 853,638 reactions. (1) The reactants are [CH3:1][CH2:2][O:3][C:4]([C:6]1[NH:7][C:8]2[C:13]([CH:14]=1)=[CH:12][C:11]([C:15]([OH:17])=[O:16])=[CH:10][CH:9]=2)=[O:5].Cl.[CH3:19][CH2:20]O. No catalyst specified. The product is [CH2:2]([O:3][C:4]([C:6]1[NH:7][C:8]2[C:13]([CH:14]=1)=[CH:12][C:11]([C:15]([O:17][CH2:19][CH3:20])=[O:16])=[CH:10][CH:9]=2)=[O:5])[CH3:1]. The yield is 0.990. (2) The reactants are [Br:1][C:2]1[CH:14]=[C:13]([C:15]([CH3:18])([CH3:17])[CH3:16])[CH:12]=[CH:11][C:3]=1[CH2:4][CH:5]([CH2:9][CH3:10])[C:6](Cl)=[O:7].[Al+3].[Cl-].[Cl-].[Cl-]. The catalyst is ClCCl. The product is [Br:1][C:2]1[CH:14]=[C:13]([C:15]([CH3:18])([CH3:17])[CH3:16])[CH:12]=[C:11]2[C:3]=1[CH2:4][CH:5]([CH2:9][CH3:10])[C:6]2=[O:7]. The yield is 0.890. (3) The reactants are [CH:1]1([N:5]2[CH2:10][CH2:9][CH:8]([O:11][C:12]3[CH:17]=[CH:16][C:15]([C:18]4[N:19]([CH3:30])[C:20](=[O:29])[C:21]5[CH:27]=[CH:26][NH:25][C:24](=[O:28])[C:22]=5[N:23]=4)=[CH:14][CH:13]=3)[CH2:7][CH2:6]2)[CH2:4][CH2:3][CH2:2]1.C(=O)([O-])[O-].[K+].[K+].S(C1C=CC(C)=CC=1)(O[CH2:41][CH2:42][F:43])(=O)=O. The catalyst is CN(C=O)C.C(OCC)(=O)C. The product is [CH:1]1([N:5]2[CH2:6][CH2:7][CH:8]([O:11][C:12]3[CH:17]=[CH:16][C:15]([C:18]4[N:19]([CH3:30])[C:20](=[O:29])[C:21]5[CH:27]=[CH:26][N:25]([CH2:41][CH2:42][F:43])[C:24](=[O:28])[C:22]=5[N:23]=4)=[CH:14][CH:13]=3)[CH2:9][CH2:10]2)[CH2:2][CH2:3][CH2:4]1. The yield is 0.0400.